This data is from Reaction yield outcomes from USPTO patents with 853,638 reactions. The task is: Predict the reaction yield, written as a fraction of the theoretical maximum amount of product (1.0 means a 100% yield; for example, 0.34 means a 34% yield). (1) The reactants are C(S[C:4]([C:7]1[CH:12]=[CH:11][CH:10]=[CH:9][C:8]=1[CH3:13])=[N:5][CH3:6])C.[C:14]([NH:22][NH2:23])(=O)[C:15]1[CH:20]=[CH:19][CH:18]=[CH:17][CH:16]=1. The catalyst is C(O)CCC. The product is [CH3:13][C:8]1[CH:9]=[CH:10][CH:11]=[CH:12][C:7]=1[C:4]1[N:5]([CH3:6])[C:14]([C:15]2[CH:20]=[CH:19][CH:18]=[CH:17][CH:16]=2)=[N:22][N:23]=1. The yield is 0.580. (2) The reactants are O[C:2]1[CH:3]=[C:4]([CH:7]=[CH:8][C:9]=1O)[CH:5]=O.[C:11](=[O:14])([O-])[O-].[Cs+].[Cs+].S(O[CH2:22][CH2:23][CH2:24][CH2:25][CH2:26][CH2:27][CH2:28][CH2:29]/[CH:30]=[CH:31]\[CH2:32]/[CH:33]=[CH:34]\[CH2:35][CH2:36][CH2:37][CH2:38][CH3:39])(=O)(=O)C. The catalyst is COCCOCCOC. The product is [CH2:5]([C:4]1[C:3]([CH2:22][CH2:23][CH2:24][CH2:25][CH2:26][CH2:27][CH2:28][CH2:29]/[CH:30]=[CH:31]\[CH2:32]/[CH:33]=[CH:34]\[CH2:35][CH2:36][CH2:37][CH2:38][CH3:39])=[C:2]([CH:9]=[CH:8][CH:7]=1)[CH:11]=[O:14])[CH2:22][CH2:23][CH2:24][CH2:25][CH2:26][CH2:27][CH2:28]/[CH:29]=[CH:30]\[CH2:31]/[CH:32]=[CH:33]\[CH2:34][CH2:35][CH2:36][CH2:37][CH3:38]. The yield is 0.940. (3) The reactants are [N+](C1C=CC([O:10][C:11]([N:13]2[CH2:19][CH2:18][CH2:17][C:16]([CH3:21])([CH3:20])[C:15]3[CH:22]=[CH:23][C:24]([N+:26]([O-:28])=[O:27])=[CH:25][C:14]2=3)=O)=CC=1)([O-])=O.[NH:29]1[CH2:33][CH2:32][CH2:31][CH2:30]1. The catalyst is O1CCCC1. The product is [CH3:21][C:16]1([CH3:20])[CH2:17][CH2:18][CH2:19][N:13]([C:11]([N:29]2[CH2:33][CH2:32][CH2:31][CH2:30]2)=[O:10])[C:14]2[CH:25]=[C:24]([N+:26]([O-:28])=[O:27])[CH:23]=[CH:22][C:15]1=2. The yield is 0.780. (4) The reactants are [NH2:1][C:2]1[CH:7]=[CH:6][C:5]([CH2:8][C@H:9]([NH:15][C:16]([O:18][C:19]([CH3:22])([CH3:21])[CH3:20])=[O:17])[C:10]([O:12][CH2:13][CH3:14])=[O:11])=[CH:4][CH:3]=1.CC[N:25]([CH:29]([CH3:31])C)[CH:26]([CH3:28])C.CO.C(Cl)Cl. The catalyst is C(OCCO)C. The product is [C:26]1([NH:1][C:2]2[CH:3]=[CH:4][C:5]([CH2:8][C@H:9]([NH:15][C:16]([O:18][C:19]([CH3:21])([CH3:20])[CH3:22])=[O:17])[C:10]([O:12][CH2:13][CH3:14])=[O:11])=[CH:6][CH:7]=2)[C:28]2[C:31](=[CH:29][N:25]=[CH:26][CH:28]=2)[CH:31]=[CH:29][N:25]=1. The yield is 0.420. (5) The reactants are [N+:1]([C:4]1[CH:5]=[CH:6][C:7]([CH:10]=[O:11])=[N:8][CH:9]=1)([O-:3])=[O:2].S([N+:22]#[C-:23])(C1C=CC(C)=CC=1)(=O)=O.[C:24]([O-])([O-])=O.[K+].[K+]. The catalyst is CO. The product is [N+:1]([C:4]1[CH:5]=[CH:6][C:7]([C:10]2[O:11][CH:23]=[N:22][CH:24]=2)=[N:8][CH:9]=1)([O-:3])=[O:2]. The yield is 0.670. (6) The reactants are [CH3:1][C:2]1([CH3:28])[CH2:7][CH2:6][C:5]([C:8]2[CH:13]=[C:12]([C:14](O)([CH3:16])[CH3:15])[CH:11]=[CH:10][C:9]=2[NH:18][C:19]([C:21]2[NH:22][CH:23]=[C:24]([C:26]#[N:27])[N:25]=2)=[O:20])=[CH:4][CH2:3]1.[CH3:29][S:30][CH2:31][CH2:32][NH2:33]. The catalyst is CO.C(Cl)Cl. The product is [CH3:1][C:2]1([CH3:28])[CH2:7][CH2:6][C:5]([C:8]2[CH:13]=[C:12]([C:14]([CH3:16])([NH:33][CH2:32][CH2:31][S:30][CH3:29])[CH3:15])[CH:11]=[CH:10][C:9]=2[NH:18][C:19]([C:21]2[NH:22][CH:23]=[C:24]([C:26]#[N:27])[N:25]=2)=[O:20])=[CH:4][CH2:3]1. The yield is 0.500.